This data is from Forward reaction prediction with 1.9M reactions from USPTO patents (1976-2016). The task is: Predict the product of the given reaction. (1) Given the reactants [CH3:1][C@H:2]1[CH2:7][N:6]([CH2:8][C:9]2[CH:14]=[CH:13][C:12]([C:15](=[O:39])[NH:16][C@H:17]3[C@H:22]4[C@@H:18]3[O:19][C:20]3[CH:26]=[CH:25][C:24]([O:27][C:28]5[C:37]6[CH2:36][CH2:35][C:34](=[O:38])[NH:33][C:32]=6[N:31]=[CH:30][CH:29]=5)=[CH:23][C:21]=34)=[CH:11][C:10]=2[C:40]([F:43])([F:42])[F:41])[CH2:5][CH2:4][N:3]1C(OC(C)(C)C)=O.CC(=O)OCC, predict the reaction product. The product is: [CH3:1][C@@H:2]1[NH:3][CH2:4][CH2:5][N:6]([CH2:8][C:9]2[CH:14]=[CH:13][C:12]([C:15]([NH:16][C@H:17]3[C@H:22]4[C@@H:18]3[O:19][C:20]3[CH:26]=[CH:25][C:24]([O:27][C:28]5[C:37]6[CH2:36][CH2:35][C:34](=[O:38])[NH:33][C:32]=6[N:31]=[CH:30][CH:29]=5)=[CH:23][C:21]=34)=[O:39])=[CH:11][C:10]=2[C:40]([F:42])([F:41])[F:43])[CH2:7]1. (2) Given the reactants C(O)(=O)C.FC(F)(F)OC1C=CC([N:14]2[CH2:18][CH2:17][C:16]3([CH2:23][CH2:22][NH:21][CH2:20][CH2:19]3)[C:15]2=[O:24])=CC=1.CN1C(C)=C(S(Cl)(=O)=O)C(C)=N1, predict the reaction product. The product is: [C:15]1(=[O:24])[C:16]2([CH2:23][CH2:22][NH:21][CH2:20][CH2:19]2)[CH2:17][CH2:18][NH:14]1. (3) Given the reactants [CH3:1][C:2]1[CH:3]=[C:4]([NH:8][C:9]#[C:10][Si](C)(C)C)[CH:5]=[N:6][CH:7]=1.CC([O-])(C)C.[K+].O, predict the reaction product. The product is: [CH3:1][C:2]1[CH:3]=[C:4]2[NH:8][CH:9]=[CH:10][C:5]2=[N:6][CH:7]=1. (4) Given the reactants [C:1]([NH:4][C:5]1[CH:19]=[CH:18][N:8]([C@@H:9]2[O:17][C@H:14]([CH2:15][OH:16])[C@@H:12]([OH:13])[C@H:10]2[OH:11])[C:7](=[O:20])[N:6]=1)(=[O:3])[CH3:2].[C:21](Cl)([C:38]1[CH:43]=[CH:42][CH:41]=[CH:40][CH:39]=1)([C:30]1[CH:37]=[CH:36][C:33]([O:34][CH3:35])=[CH:32][CH:31]=1)[C:22]1[CH:29]=[CH:28][C:25]([O:26][CH3:27])=[CH:24][CH:23]=1.C1COCC1.[CH3:50][C:51]([Si:54](Cl)([CH3:56])[CH3:55])([CH3:53])[CH3:52], predict the reaction product. The product is: [C:1]([NH:4][C:5]1[CH:19]=[CH:18][N:8]([C@@H:9]2[O:17][C@H:14]([CH2:15][O:16][C:21]([C:38]3[CH:43]=[CH:42][CH:41]=[CH:40][CH:39]=3)([C:30]3[CH:37]=[CH:36][C:33]([O:34][CH3:35])=[CH:32][CH:31]=3)[C:22]3[CH:29]=[CH:28][C:25]([O:26][CH3:27])=[CH:24][CH:23]=3)[C@@H:12]([OH:13])[C@H:10]2[O:11][Si:54]([C:51]([CH3:53])([CH3:52])[CH3:50])([CH3:56])[CH3:55])[C:7](=[O:20])[N:6]=1)(=[O:3])[CH3:2]. (5) Given the reactants C[O:2][C:3]1[CH:12]=[C:11]2[C:6]([C:7](=[O:24])[C:8]([C:14]3[CH:23]=[CH:22][C:17]([C:18]([O:20]C)=[O:19])=[CH:16][CH:15]=3)=[C:9]([CH3:13])[S:10]2)=[CH:5][CH:4]=1.B(Br)(Br)Br.Cl, predict the reaction product. The product is: [OH:2][C:3]1[CH:12]=[C:11]2[C:6]([C:7](=[O:24])[C:8]([C:14]3[CH:23]=[CH:22][C:17]([C:18]([OH:20])=[O:19])=[CH:16][CH:15]=3)=[C:9]([CH3:13])[S:10]2)=[CH:5][CH:4]=1. (6) Given the reactants C(O[C:4]([C:6]1[N:7]([CH2:17][CH3:18])[N:8]=[C:9]([C:11]2[CH:16]=[CH:15][CH:14]=[CH:13][CH:12]=2)[CH:10]=1)=[O:5])C.[OH-].[Na+].Cl.[CH3:22][O:23][NH:24][CH3:25].Cl.C(NCC)(C)C, predict the reaction product. The product is: [CH3:22][O:23][N:24]([CH3:25])[C:4]([C:6]1[N:7]([CH2:17][CH3:18])[N:8]=[C:9]([C:11]2[CH:12]=[CH:13][CH:14]=[CH:15][CH:16]=2)[CH:10]=1)=[O:5]. (7) Given the reactants [CH:1]1([CH2:4][O:5][C:6]2[CH:11]=[C:10]([F:12])[C:9]([O:13][CH3:14])=[CH:8][C:7]=2[C:15]2[CH:20]=[CH:19][N:18]=[C:17]3[C:21]([C:33](O)=[O:34])=[C:22]([CH3:32])[N:23]([CH2:24][O:25][CH2:26][CH2:27][Si:28]([CH3:31])([CH3:30])[CH3:29])[C:16]=23)[CH2:3][CH2:2]1.[NH2:36][CH:37]1[CH2:42][CH2:41][N:40]([C:43]([O:45][C:46]([CH3:49])([CH3:48])[CH3:47])=[O:44])[CH2:39][CH2:38]1, predict the reaction product. The product is: [CH:1]1([CH2:4][O:5][C:6]2[CH:11]=[C:10]([F:12])[C:9]([O:13][CH3:14])=[CH:8][C:7]=2[C:15]2[CH:20]=[CH:19][N:18]=[C:17]3[C:21]([C:33]([NH:36][CH:37]4[CH2:38][CH2:39][N:40]([C:43]([O:45][C:46]([CH3:49])([CH3:48])[CH3:47])=[O:44])[CH2:41][CH2:42]4)=[O:34])=[C:22]([CH3:32])[N:23]([CH2:24][O:25][CH2:26][CH2:27][Si:28]([CH3:29])([CH3:31])[CH3:30])[C:16]=23)[CH2:3][CH2:2]1. (8) Given the reactants F[P-](F)(F)(F)(F)F.N1(O[P+](N(C)C)(N(C)C)N(C)C)C2C=CC=CC=2N=N1.[Br:28][C:29]1[CH:34]=[CH:33][C:32]([C:35]2[CH:40]=[C:39]([C:41]([F:44])([F:43])[F:42])[N:38]3[N:45]=[C:46]([C:48]([OH:50])=O)[CH:47]=[C:37]3[N:36]=2)=[CH:31][CH:30]=1.[S:51]1[CH:55]=[CH:54][CH:53]=[C:52]1[CH2:56][NH2:57].C(N(CC)CC)C, predict the reaction product. The product is: [S:51]1[CH:55]=[CH:54][CH:53]=[C:52]1[CH2:56][NH:57][C:48]([C:46]1[CH:47]=[C:37]2[N:36]=[C:35]([C:32]3[CH:33]=[CH:34][C:29]([Br:28])=[CH:30][CH:31]=3)[CH:40]=[C:39]([C:41]([F:44])([F:42])[F:43])[N:38]2[N:45]=1)=[O:50]. (9) Given the reactants [Cl:1][C:2]1[CH:3]=[C:4]([CH:7]=[CH:8][C:9]=1[Cl:10])[CH2:5]Br.[NH:11]1[CH2:21][CH2:20][CH:14]([C:15]([O:17][CH2:18][CH3:19])=[O:16])[CH2:13][CH2:12]1.C(N(CC)CC)C, predict the reaction product. The product is: [Cl:1][C:2]1[CH:3]=[C:4]([CH:7]=[CH:8][C:9]=1[Cl:10])[CH2:5][N:11]1[CH2:12][CH2:13][CH:14]([C:15]([O:17][CH2:18][CH3:19])=[O:16])[CH2:20][CH2:21]1.